Dataset: NCI-60 drug combinations with 297,098 pairs across 59 cell lines. Task: Regression. Given two drug SMILES strings and cell line genomic features, predict the synergy score measuring deviation from expected non-interaction effect. (1) Drug 1: C1C(C(OC1N2C=NC3=C(N=C(N=C32)Cl)N)CO)O. Drug 2: CC1CCCC2(C(O2)CC(NC(=O)CC(C(C(=O)C(C1O)C)(C)C)O)C(=CC3=CSC(=N3)C)C)C. Cell line: SF-268. Synergy scores: CSS=38.1, Synergy_ZIP=-2.62, Synergy_Bliss=-2.03, Synergy_Loewe=-3.04, Synergy_HSA=2.05. (2) Drug 1: CCC(=C(C1=CC=CC=C1)C2=CC=C(C=C2)OCCN(C)C)C3=CC=CC=C3.C(C(=O)O)C(CC(=O)O)(C(=O)O)O. Drug 2: CN1C(=O)N2C=NC(=C2N=N1)C(=O)N. Cell line: OVCAR3. Synergy scores: CSS=5.98, Synergy_ZIP=1.72, Synergy_Bliss=6.26, Synergy_Loewe=4.08, Synergy_HSA=3.94. (3) Drug 1: CS(=O)(=O)C1=CC(=C(C=C1)C(=O)NC2=CC(=C(C=C2)Cl)C3=CC=CC=N3)Cl. Drug 2: CN(CC1=CN=C2C(=N1)C(=NC(=N2)N)N)C3=CC=C(C=C3)C(=O)NC(CCC(=O)O)C(=O)O. Cell line: K-562. Synergy scores: CSS=26.1, Synergy_ZIP=-7.22, Synergy_Bliss=-11.5, Synergy_Loewe=-28.0, Synergy_HSA=-9.43.